This data is from Catalyst prediction with 721,799 reactions and 888 catalyst types from USPTO. The task is: Predict which catalyst facilitates the given reaction. (1) Reactant: O[C:2]1[CH:3]=[C:4]([CH:7]=[C:8]([OH:10])[CH:9]=1)[CH:5]=[O:6].Br[CH2:12][CH2:13][CH2:14]Br.C(=O)([O-])[O-:17].[Cs+].[Cs+]. Product: [O:17]1[C:9]2[CH:2]=[CH:3][C:4]([CH:5]=[O:6])=[CH:7][C:8]=2[O:10][CH2:14][CH2:13][CH2:12]1. The catalyst class is: 10. (2) Reactant: [CH3:1][O:2][C:3]1[C:4]([CH3:18])=[C:5]2[C:10](=[CH:11][C:12]=1[CH3:13])[NH:9][C:8]1([CH2:16][CH2:15][CH2:14]1)[CH2:7][C:6]2=[O:17].[BH4-].[Na+]. Product: [CH3:1][O:2][C:3]1[C:4]([CH3:18])=[C:5]2[C:10](=[CH:11][C:12]=1[CH3:13])[NH:9][C:8]1([CH2:14][CH2:15][CH2:16]1)[CH2:7][CH:6]2[OH:17]. The catalyst class is: 100. (3) Reactant: [Cl:1][C:2]1[C:3]2[C:10]([C:11]([O:13][CH2:14][CH3:15])=[O:12])=[CH:9][NH:8][C:4]=2[N:5]=[CH:6][N:7]=1.[CH3:16][Si:17]([CH2:20][CH2:21][O:22][CH2:23]Cl)([CH3:19])[CH3:18].[H-].[Na+]. Product: [CH2:14]([O:13][C:11]([C:10]1[C:3]2[C:2]([Cl:1])=[N:7][CH:6]=[N:5][C:4]=2[N:8]([CH2:23][O:22][CH2:21][CH2:20][Si:17]([CH3:19])([CH3:18])[CH3:16])[CH:9]=1)=[O:12])[CH3:15]. The catalyst class is: 3.